Task: Predict which catalyst facilitates the given reaction.. Dataset: Catalyst prediction with 721,799 reactions and 888 catalyst types from USPTO (1) Reactant: [N+:1]([C:4]1[C:5]([C:28]([O:30][CH3:31])=[O:29])=[N:6][N:7]([C:9]([C:22]2[CH:27]=[CH:26][CH:25]=[CH:24][CH:23]=2)([C:16]2[CH:21]=[CH:20][CH:19]=[CH:18][CH:17]=2)[C:10]2[CH:15]=[CH:14][CH:13]=[CH:12][CH:11]=2)[CH:8]=1)([O-])=O.C([O-])=O.[NH4+]. Product: [NH2:1][C:4]1[C:5]([C:28]([O:30][CH3:31])=[O:29])=[N:6][N:7]([C:9]([C:16]2[CH:17]=[CH:18][CH:19]=[CH:20][CH:21]=2)([C:22]2[CH:27]=[CH:26][CH:25]=[CH:24][CH:23]=2)[C:10]2[CH:15]=[CH:14][CH:13]=[CH:12][CH:11]=2)[CH:8]=1. The catalyst class is: 349. (2) Reactant: C([O:9][CH2:10][CH2:11][N:12]1[C:20]2[C:19](Cl)=[N:18][CH:17]=[N:16][C:15]=2[CH:14]=[CH:13]1)(=O)C1C=CC=CC=1.[CH3:22][C:23]1[CH:24]=[C:25]([CH:27]=[CH:28][C:29]=1[O:30][C:31]1[CH:36]=[CH:35][CH:34]=[C:33]([O:37][C:38]([F:43])([F:42])[CH:39]([F:41])[F:40])[CH:32]=1)[NH2:26].[OH-].[Na+]. Product: [CH3:22][C:23]1[CH:24]=[C:25]([NH:26][C:19]2[C:20]3[N:12]([CH2:11][CH2:10][OH:9])[CH:13]=[CH:14][C:15]=3[N:16]=[CH:17][N:18]=2)[CH:27]=[CH:28][C:29]=1[O:30][C:31]1[CH:36]=[CH:35][CH:34]=[C:33]([O:37][C:38]([F:42])([F:43])[CH:39]([F:40])[F:41])[CH:32]=1. The catalyst class is: 32. (3) Reactant: [CH3:1][N:2]1[CH:7]=[C:6](B2OC(C)(C)C(C)(C)O2)[CH:5]=[C:4]([NH:17][C:18]2[CH:27]=[C:21]3[CH2:22][N:23]([CH3:26])[CH2:24][CH2:25][N:20]3[N:19]=2)[C:3]1=[O:28].[C:29]([C:33]1[CH:34]=[C:35]2[C:40](=[C:41]([F:43])[CH:42]=1)[C:39](=[O:44])[N:38]([C:45]1[N:52]=[CH:51][CH:50]=[C:49](Cl)[C:46]=1[CH:47]=[O:48])[N:37]=[CH:36]2)([CH3:32])([CH3:31])[CH3:30].[O-]P([O-])([O-])=O.[K+].[K+].[K+].C([O-])(=O)C.[Na+]. Product: [C:29]([C:33]1[CH:34]=[C:35]2[C:40](=[C:41]([F:43])[CH:42]=1)[C:39](=[O:44])[N:38]([C:45]1[N:52]=[CH:51][CH:50]=[C:49]([C:6]3[CH:5]=[C:4]([NH:17][C:18]4[CH:27]=[C:21]5[CH2:22][N:23]([CH3:26])[CH2:24][CH2:25][N:20]5[N:19]=4)[C:3](=[O:28])[N:2]([CH3:1])[CH:7]=3)[C:46]=1[CH:47]=[O:48])[N:37]=[CH:36]2)([CH3:32])([CH3:30])[CH3:31]. The catalyst class is: 379. (4) Reactant: Br[C:2]1[CH:3]=[C:4]([O:8][CH2:9][CH2:10][O:11][CH3:12])[CH:5]=[N:6][CH:7]=1.[B:13]1([B:13]2[O:17][C:16]([CH3:19])([CH3:18])[C:15]([CH3:21])([CH3:20])[O:14]2)[O:17][C:16]([CH3:19])([CH3:18])[C:15]([CH3:21])([CH3:20])[O:14]1.CC([O-])=O.[K+]. Product: [CH3:12][O:11][CH2:10][CH2:9][O:8][C:4]1[CH:5]=[N:6][CH:7]=[C:2]([B:13]2[O:17][C:16]([CH3:19])([CH3:18])[C:15]([CH3:21])([CH3:20])[O:14]2)[CH:3]=1. The catalyst class is: 3. (5) Reactant: C[O:2][C:3](=[O:50])[C:4]1[CH:9]=[CH:8][CH:7]=[CH:6][C:5]=1[O:10][C:11]1[CH:16]=[CH:15][CH:14]=[C:13]([O:17][CH2:18][CH2:19][CH2:20][CH2:21][CH2:22][O:23][C:24]2[CH:29]=[C:28]([O:30]CC3C=CC=CC=3)[C:27]([C:38]3[CH:43]=[CH:42][C:41]([F:44])=[CH:40][CH:39]=3)=[CH:26][C:25]=2[CH2:45][CH3:46])[C:12]=1[CH2:47][CH2:48][CH3:49]. Product: [CH2:47]([C:12]1[C:13]([O:17][CH2:18][CH2:19][CH2:20][CH2:21][CH2:22][O:23][C:24]2[CH:29]=[C:28]([OH:30])[C:27]([C:38]3[CH:43]=[CH:42][C:41]([F:44])=[CH:40][CH:39]=3)=[CH:26][C:25]=2[CH2:45][CH3:46])=[CH:14][CH:15]=[CH:16][C:11]=1[O:10][C:5]1[CH:6]=[CH:7][CH:8]=[CH:9][C:4]=1[C:3]([OH:50])=[O:2])[CH2:48][CH3:49]. The catalyst class is: 22.